Dataset: Forward reaction prediction with 1.9M reactions from USPTO patents (1976-2016). Task: Predict the product of the given reaction. Given the reactants [C:1]1([CH2:7][CH2:8][NH2:9])[CH:6]=[CH:5][CH:4]=[CH:3][CH:2]=1.[C:10](Cl)(=[O:12])[CH3:11].O, predict the reaction product. The product is: [CH2:8]([NH:9][C:10](=[O:12])[CH3:11])[CH2:7][C:1]1[CH:6]=[CH:5][CH:4]=[CH:3][CH:2]=1.